Dataset: Catalyst prediction with 721,799 reactions and 888 catalyst types from USPTO. Task: Predict which catalyst facilitates the given reaction. (1) Reactant: [OH-].[Na+].[CH2:3]([O:10][C:11]1[C:12]([C:18]([O:20]C)=[O:19])=[N:13][CH:14]=[N:15][C:16]=1[OH:17])[C:4]1[CH:9]=[CH:8][CH:7]=[CH:6][CH:5]=1.Cl. Product: [CH2:3]([O:10][C:11]1[C:12]([C:18]([OH:20])=[O:19])=[N:13][CH:14]=[N:15][C:16]=1[OH:17])[C:4]1[CH:5]=[CH:6][CH:7]=[CH:8][CH:9]=1. The catalyst class is: 5. (2) Reactant: [F:1][C:2]1[CH:7]=[CH:6][C:5]([C:8]2[N:9]=[C:10]([C:16]([F:19])([F:18])[F:17])[O:11][C:12]=2[C:13]([OH:15])=O)=[CH:4][CH:3]=1.C(Cl)CCl.C1C=NC2N(O)N=NC=2C=1.CCN(C(C)C)C(C)C.[NH2:43][C:44]1[CH:45]=[CH:46][C:47]([CH3:63])=[C:48]([NH:50][C:51]2[CH:52]=[C:53]3[C:58](=[CH:59][CH:60]=2)[N:57]=[CH:56][N:55]([CH3:61])[C:54]3=[O:62])[CH:49]=1.C(=O)(O)[O-].[Na+]. Product: [F:1][C:2]1[CH:3]=[CH:4][C:5]([C:8]2[N:9]=[C:10]([C:16]([F:19])([F:18])[F:17])[O:11][C:12]=2[C:13]([NH:43][C:44]2[CH:45]=[CH:46][C:47]([CH3:63])=[C:48]([NH:50][C:51]3[CH:52]=[C:53]4[C:58](=[CH:59][CH:60]=3)[N:57]=[CH:56][N:55]([CH3:61])[C:54]4=[O:62])[CH:49]=2)=[O:15])=[CH:6][CH:7]=1. The catalyst class is: 2.